Task: Predict the product of the given reaction.. Dataset: Forward reaction prediction with 1.9M reactions from USPTO patents (1976-2016) (1) The product is: [CH2:30]([O:37][C:38]([N:40]1[CH2:45][CH2:44][CH:43]([C:46](=[O:47])[CH2:19][C:20]([C:22]2[CH:27]=[CH:26][C:25]([O:28][CH3:29])=[CH:24][CH:23]=2)=[O:21])[CH2:42][CH2:41]1)=[O:39])[C:31]1[CH:36]=[CH:35][CH:34]=[CH:33][CH:32]=1. Given the reactants C(NC(C)C)(C)C.C([Li])CCC.CCCCCC.[CH3:19][C:20]([C:22]1[CH:27]=[CH:26][C:25]([O:28][CH3:29])=[CH:24][CH:23]=1)=[O:21].[CH2:30]([O:37][C:38]([N:40]1[CH2:45][CH2:44][CH:43]([C:46](Cl)=[O:47])[CH2:42][CH2:41]1)=[O:39])[C:31]1[CH:36]=[CH:35][CH:34]=[CH:33][CH:32]=1.[Cl-].[NH4+], predict the reaction product. (2) Given the reactants [CH2:1]1[O:5][C@@H:4]2[C@H:6]([OH:9])[CH2:7][O:8][C@@H:3]2[C@@H:2]1[OH:10].C([O-])([O-])=O.[Cs+].[Cs+].[Cl:17][C:18]1[C:19]([I:39])=[CH:20][C:21]2[N:25]=[C:24](S(C)(=O)=O)[N:23](COCC[Si](C)(C)C)[C:22]=2[CH:38]=1.C(O)=O.S([O-])(O)(=O)=O.[K+].[OH-].[Na+].Cl, predict the reaction product. The product is: [Cl:17][C:18]1[C:19]([I:39])=[CH:20][C:21]2[N:25]=[C:24]([O:10][C@H:2]3[C@H:3]4[O:8][CH2:7][C@@H:6]([OH:9])[C@H:4]4[O:5][CH2:1]3)[NH:23][C:22]=2[CH:38]=1. (3) Given the reactants [F:1][C:2]1([F:14])[O:6][C:5]2[CH:7]=[CH:8][C:9]([CH2:11][C:12]#[N:13])=[CH:10][C:4]=2[O:3]1.[OH-].[K+].[CH3:17][C:18](OC)(C)C, predict the reaction product. The product is: [F:14][C:2]1([F:1])[O:6][C:5]2[CH:7]=[CH:8][C:9]([C:11]3([C:12]#[N:13])[CH2:18][CH2:17]3)=[CH:10][C:4]=2[O:3]1.